This data is from Full USPTO retrosynthesis dataset with 1.9M reactions from patents (1976-2016). The task is: Predict the reactants needed to synthesize the given product. (1) Given the product [C:19]([O:23][C:24](=[O:52])[N:25]([CH2:43][CH2:44][C:45]1[CH:50]=[CH:49][CH:48]=[C:47]([Br:51])[CH:46]=1)[C@H:26]([C:28]1[CH:33]=[CH:32][CH:31]=[C:30]([CH2:34][OH:35])[N:29]=1)[CH3:27])([CH3:20])([CH3:21])[CH3:22], predict the reactants needed to synthesize it. The reactants are: [F-].C([N+](CCCC)(CCCC)CCCC)CCC.[C:19]([O:23][C:24](=[O:52])[N:25]([CH2:43][CH2:44][C:45]1[CH:50]=[CH:49][CH:48]=[C:47]([Br:51])[CH:46]=1)[C@H:26]([C:28]1[CH:33]=[CH:32][CH:31]=[C:30]([C:34](C)(C)[O:35][SiH2]C(C)(C)C)[N:29]=1)[CH3:27])([CH3:22])([CH3:21])[CH3:20]. (2) Given the product [CH3:14][C:13]1([CH3:15])[C:16]([CH3:18])([CH3:17])[O:1][B:2]([C:3]2[S:7][C:6]([C:8]([OH:10])=[O:9])=[CH:5][CH:4]=2)[O:11]1, predict the reactants needed to synthesize it. The reactants are: [OH:1][B:2]([OH:11])[C:3]1[S:7][C:6]([C:8]([OH:10])=[O:9])=[CH:5][CH:4]=1.O[C:13]([C:16](O)([CH3:18])[CH3:17])([CH3:15])[CH3:14].O. (3) Given the product [CH2:3]([N:10]1[CH2:14][CH2:13][CH:12]([O:15][CH2:23][C:22]#[CH:21])[CH2:11]1)[C:4]1[CH:5]=[CH:6][CH:7]=[CH:8][CH:9]=1, predict the reactants needed to synthesize it. The reactants are: [H-].[Na+].[CH2:3]([N:10]1[CH2:14][CH2:13][CH:12]([OH:15])[CH2:11]1)[C:4]1[CH:9]=[CH:8][CH:7]=[CH:6][CH:5]=1.CN(C)C=O.[CH2:21](Br)[C:22]#[CH:23]. (4) Given the product [C:12](=[O:20])([O:9][C:5]1([C:4]([F:11])([F:10])[F:3])[CH2:8][O:7][CH2:6]1)[O:13][C:14]1[CH:19]=[CH:18][CH:17]=[CH:16][N:15]=1, predict the reactants needed to synthesize it. The reactants are: [H-].[Na+].[F:3][C:4]([F:11])([F:10])[C:5]1([OH:9])[CH2:8][O:7][CH2:6]1.[C:12](=O)([O:20]C1C=CC=CN=1)[O:13][C:14]1[CH:19]=[CH:18][CH:17]=[CH:16][N:15]=1. (5) Given the product [CH3:20][O:21][C:22](=[O:29])[C@H:23]([CH2:25][CH2:26][S:27][CH3:28])[NH:24][C:7](=[O:9])[C:6]1[CH:10]=[CH:11][C:3]([CH2:2][OH:1])=[CH:4][C:5]=1[C:12]1[CH:17]=[CH:16][CH:15]=[CH:14][C:13]=1[CH3:18], predict the reactants needed to synthesize it. The reactants are: [OH:1][CH2:2][C:3]1[CH:11]=[CH:10][C:6]([C:7]([OH:9])=O)=[C:5]([C:12]2[CH:17]=[CH:16][CH:15]=[CH:14][C:13]=2[CH3:18])[CH:4]=1.Cl.[CH3:20][O:21][C:22](=[O:29])[C@H:23]([CH2:25][CH2:26][S:27][CH3:28])[NH2:24].ON1C2C=CC=CC=2N=N1.C(N=C=NCCCN(C)C)C.C(N(CC)CC)C. (6) The reactants are: [C:1]([O:4][C@H:5]1[CH2:10][C@@H:9]([OH:11])[C@H:8]2[C@@H:6]1[C@:7]2([F:16])[C:12]([O:14][CH3:15])=[O:13])(=[O:3])[CH3:2].CC1(C)N([O])C(C)(C)CCC1.C(=O)([O-])O.[Na+].Cl[O-].[Na+]. Given the product [C:1]([O:4][C@H:5]1[CH2:10][C:9](=[O:11])[C@H:8]2[C@@H:6]1[C@:7]2([F:16])[C:12]([O:14][CH3:15])=[O:13])(=[O:3])[CH3:2], predict the reactants needed to synthesize it.